This data is from Full USPTO retrosynthesis dataset with 1.9M reactions from patents (1976-2016). The task is: Predict the reactants needed to synthesize the given product. (1) Given the product [Cl:8][C:5]1[CH:6]=[C:7]([I:9])[C:2]([NH2:1])=[N:3][CH:4]=1, predict the reactants needed to synthesize it. The reactants are: [NH2:1][C:2]1[CH:7]=[CH:6][C:5]([Cl:8])=[CH:4][N:3]=1.[I:9]I. (2) Given the product [NH2:21][C:15]1([C:13]([N:10]2[CH2:9][CH2:8][N:7]([C:1]3[CH:6]=[CH:5][CH:4]=[CH:3][CH:2]=3)[CH2:12][CH2:11]2)=[O:14])[CH2:16][CH2:17][CH2:18][CH2:19][CH2:20]1, predict the reactants needed to synthesize it. The reactants are: [C:1]1([N:7]2[CH2:12][CH2:11][N:10]([C:13]([C:15]3([NH:21]C(=O)OC(C)(C)C)[CH2:20][CH2:19][CH2:18][CH2:17][CH2:16]3)=[O:14])[CH2:9][CH2:8]2)[CH:6]=[CH:5][CH:4]=[CH:3][CH:2]=1. (3) The reactants are: [Br:1][C:2]1[CH:3]=[N:4][C:5](=[O:18])[N:6]([CH2:8][CH2:9][O:10][Si](C(C)(C)C)(C)C)[CH:7]=1.O1CCCC1. Given the product [Br:1][C:2]1[CH:3]=[N:4][C:5](=[O:18])[N:6]([CH2:8][CH2:9][OH:10])[CH:7]=1, predict the reactants needed to synthesize it. (4) Given the product [Br:3][C:4]1[CH:5]=[CH:6][C:7]([CH:10]2[CH2:15][O:14][CH2:13][CH2:12][N:11]2[C:22]([O:24][C:25]([CH3:28])([CH3:27])[CH3:26])=[O:23])=[N:8][CH:9]=1, predict the reactants needed to synthesize it. The reactants are: Cl.Cl.[Br:3][C:4]1[CH:5]=[CH:6][C:7]([CH:10]2[CH2:15][O:14][CH2:13][CH2:12][NH:11]2)=[N:8][CH:9]=1.C([O-])([O-])=O.[K+].[K+].[C:22](O[C:22]([O:24][C:25]([CH3:28])([CH3:27])[CH3:26])=[O:23])([O:24][C:25]([CH3:28])([CH3:27])[CH3:26])=[O:23]. (5) Given the product [CH:11]1[O:12][CH:13]=[C:14]2[C:19]([CH2:20][C:21]([NH:23][CH:24]3[CH2:25][CH2:26][N:27]([CH2:2][CH2:3][O:4][C:5]4[CH:10]=[CH:9][CH:8]=[CH:7][CH:6]=4)[CH2:28][CH2:29]3)=[O:22])=[CH:18][CH:17]=[CH:16][C:15]=12, predict the reactants needed to synthesize it. The reactants are: Br[CH2:2][CH2:3][O:4][C:5]1[CH:10]=[CH:9][CH:8]=[CH:7][CH:6]=1.[CH:11]1[O:12][CH:13]=[C:14]2[C:19]([CH2:20][C:21]([NH:23][CH:24]3[CH2:29][CH2:28][NH:27][CH2:26][CH2:25]3)=[O:22])=[CH:18][CH:17]=[CH:16][C:15]=12.